From a dataset of Reaction yield outcomes from USPTO patents with 853,638 reactions. Predict the reaction yield, written as a fraction of the theoretical maximum amount of product (1.0 means a 100% yield; for example, 0.34 means a 34% yield). (1) The reactants are [CH2:1]([C:3]1[CH:8]=[CH:7][CH:6]=[CH:5][C:4]=1[N:9]1[CH2:14][CH2:13][NH:12][CH2:11][CH2:10]1)[CH3:2].[CH:15]1[C:24]2[C:19](=[CH:20][CH:21]=[CH:22][CH:23]=2)[CH:18]=[CH:17][C:16]=1[S:25](Cl)(=[O:27])=[O:26].C(N(C(C)C)CC)(C)C. The catalyst is ClCCl. The product is [CH2:1]([C:3]1[CH:8]=[CH:7][CH:6]=[CH:5][C:4]=1[N:9]1[CH2:10][CH2:11][N:12]([S:25]([C:16]2[CH:17]=[CH:18][C:19]3[C:24](=[CH:23][CH:22]=[CH:21][CH:20]=3)[CH:15]=2)(=[O:27])=[O:26])[CH2:13][CH2:14]1)[CH3:2]. The yield is 0.990. (2) The reactants are [H-].[Na+].[NH2:3][C:4]1[CH:5]=[CH:6][C:7]([CH3:11])=[C:8]([OH:10])[CH:9]=1.I[C:13]1[CH:14]=[CH:15][C:16]2[N:17]([CH:19]=[C:20]([NH:22][C:23]([CH:25]3[CH2:27][CH2:26]3)=[O:24])[N:21]=2)[N:18]=1. The catalyst is CN(C)C=O. The product is [NH2:3][C:4]1[CH:5]=[CH:6][C:7]([CH3:11])=[C:8]([CH:9]=1)[O:10][C:13]1[CH:14]=[CH:15][C:16]2[N:17]([CH:19]=[C:20]([NH:22][C:23]([CH:25]3[CH2:26][CH2:27]3)=[O:24])[N:21]=2)[N:18]=1. The yield is 0.310.